Dataset: Peptide-MHC class II binding affinity with 134,281 pairs from IEDB. Task: Regression. Given a peptide amino acid sequence and an MHC pseudo amino acid sequence, predict their binding affinity value. This is MHC class II binding data. (1) The peptide sequence is LSSNDLAKYKANWIE. The MHC is HLA-DQA10201-DQB10202 with pseudo-sequence HLA-DQA10201-DQB10202. The binding affinity (normalized) is 0.0214. (2) The peptide sequence is GSDPKKLVLNIKYTR. The MHC is HLA-DPA10201-DPB11401 with pseudo-sequence HLA-DPA10201-DPB11401. The binding affinity (normalized) is 0.204. (3) The peptide sequence is NPRDAKACVVHGSDLK. The MHC is HLA-DQA10501-DQB10301 with pseudo-sequence HLA-DQA10501-DQB10301. The binding affinity (normalized) is 0.434. (4) The peptide sequence is STWLLKPGAGIMIFD. The MHC is DRB1_0901 with pseudo-sequence DRB1_0901. The binding affinity (normalized) is 0.901. (5) The peptide sequence is NRNNTFKPFAEYKSD. The MHC is DRB1_1602 with pseudo-sequence DRB1_1602. The binding affinity (normalized) is 0.597. (6) The peptide sequence is SVKEDLVAYGGSWKL. The MHC is HLA-DQA10601-DQB10402 with pseudo-sequence HLA-DQA10601-DQB10402. The binding affinity (normalized) is 0.243. (7) The peptide sequence is GSTYYADSVKGRFTI. The MHC is DRB4_0101 with pseudo-sequence DRB4_0103. The binding affinity (normalized) is 0. (8) The peptide sequence is NDKFTVFEAAFNDAI. The MHC is HLA-DPA10201-DPB11401 with pseudo-sequence HLA-DPA10201-DPB11401. The binding affinity (normalized) is 0.170.